From a dataset of NCI-60 drug combinations with 297,098 pairs across 59 cell lines. Regression. Given two drug SMILES strings and cell line genomic features, predict the synergy score measuring deviation from expected non-interaction effect. (1) Drug 1: C1CN1C2=NC(=NC(=N2)N3CC3)N4CC4. Drug 2: C1CNP(=O)(OC1)N(CCCl)CCCl. Cell line: DU-145. Synergy scores: CSS=17.4, Synergy_ZIP=-1.41, Synergy_Bliss=-7.85, Synergy_Loewe=-57.5, Synergy_HSA=-11.8. (2) Drug 1: C1=NC(=NC(=O)N1C2C(C(C(O2)CO)O)O)N. Drug 2: CC1C(C(CC(O1)OC2CC(CC3=C2C(=C4C(=C3O)C(=O)C5=C(C4=O)C(=CC=C5)OC)O)(C(=O)CO)O)N)O.Cl. Cell line: HL-60(TB). Synergy scores: CSS=50.9, Synergy_ZIP=-13.4, Synergy_Bliss=-20.1, Synergy_Loewe=-18.2, Synergy_HSA=-17.0. (3) Drug 1: CC12CCC3C(C1CCC2O)C(CC4=C3C=CC(=C4)O)CCCCCCCCCS(=O)CCCC(C(F)(F)F)(F)F. Drug 2: COC1=C2C(=CC3=C1OC=C3)C=CC(=O)O2. Cell line: PC-3. Synergy scores: CSS=-7.01, Synergy_ZIP=3.29, Synergy_Bliss=1.39, Synergy_Loewe=-1.54, Synergy_HSA=-3.22. (4) Drug 1: CCC1(CC2CC(C3=C(CCN(C2)C1)C4=CC=CC=C4N3)(C5=C(C=C6C(=C5)C78CCN9C7C(C=CC9)(C(C(C8N6C)(C(=O)OC)O)OC(=O)C)CC)OC)C(=O)OC)O.OS(=O)(=O)O. Drug 2: COC1=NC(=NC2=C1N=CN2C3C(C(C(O3)CO)O)O)N. Cell line: SR. Synergy scores: CSS=4.33, Synergy_ZIP=-1.40, Synergy_Bliss=-0.335, Synergy_Loewe=-2.17, Synergy_HSA=-1.18. (5) Drug 1: C1=CC=C(C=C1)NC(=O)CCCCCCC(=O)NO. Drug 2: COCCOC1=C(C=C2C(=C1)C(=NC=N2)NC3=CC=CC(=C3)C#C)OCCOC.Cl. Cell line: OVCAR-5. Synergy scores: CSS=21.7, Synergy_ZIP=0.332, Synergy_Bliss=7.78, Synergy_Loewe=-1.00, Synergy_HSA=4.27. (6) Drug 1: CC1=C(C=C(C=C1)NC2=NC=CC(=N2)N(C)C3=CC4=NN(C(=C4C=C3)C)C)S(=O)(=O)N.Cl. Drug 2: C1CCN(CC1)CCOC2=CC=C(C=C2)C(=O)C3=C(SC4=C3C=CC(=C4)O)C5=CC=C(C=C5)O. Cell line: A549. Synergy scores: CSS=4.28, Synergy_ZIP=0.180, Synergy_Bliss=1.70, Synergy_Loewe=0.420, Synergy_HSA=-0.294. (7) Cell line: A549. Synergy scores: CSS=22.4, Synergy_ZIP=-7.56, Synergy_Bliss=-7.82, Synergy_Loewe=-22.6, Synergy_HSA=-7.66. Drug 2: C1CN1P(=S)(N2CC2)N3CC3. Drug 1: CC1=C(C=C(C=C1)NC2=NC=CC(=N2)N(C)C3=CC4=NN(C(=C4C=C3)C)C)S(=O)(=O)N.Cl. (8) Cell line: COLO 205. Drug 2: CCC1(CC2CC(C3=C(CCN(C2)C1)C4=CC=CC=C4N3)(C5=C(C=C6C(=C5)C78CCN9C7C(C=CC9)(C(C(C8N6C)(C(=O)OC)O)OC(=O)C)CC)OC)C(=O)OC)O.OS(=O)(=O)O. Synergy scores: CSS=-4.45, Synergy_ZIP=-0.352, Synergy_Bliss=-4.82, Synergy_Loewe=-16.1, Synergy_HSA=-8.44. Drug 1: CN1C(=O)N2C=NC(=C2N=N1)C(=O)N. (9) Drug 1: C1=NC2=C(N1)C(=S)N=C(N2)N. Drug 2: C1=NC2=C(N=C(N=C2N1C3C(C(C(O3)CO)O)O)F)N. Cell line: HOP-92. Synergy scores: CSS=7.04, Synergy_ZIP=-2.62, Synergy_Bliss=-0.275, Synergy_Loewe=-7.95, Synergy_HSA=0.112. (10) Drug 1: CC1=CC2C(CCC3(C2CCC3(C(=O)C)OC(=O)C)C)C4(C1=CC(=O)CC4)C. Drug 2: C1CN(P(=O)(OC1)NCCCl)CCCl. Cell line: HT29. Synergy scores: CSS=4.77, Synergy_ZIP=1.95, Synergy_Bliss=4.15, Synergy_Loewe=1.25, Synergy_HSA=2.45.